From a dataset of Catalyst prediction with 721,799 reactions and 888 catalyst types from USPTO. Predict which catalyst facilitates the given reaction. (1) Reactant: [Br:1][C:2]1[CH:3]=[CH:4][C:5]([C:10](=N)[O:11][CH3:12])=[N:6][C:7]=1[O:8][CH3:9].C[OH:15]. Product: [Br:1][C:2]1[CH:3]=[CH:4][C:5]([C:10]([O:11][CH3:12])=[O:15])=[N:6][C:7]=1[O:8][CH3:9]. The catalyst class is: 33. (2) Reactant: C([O:3][C:4]([C:6]1[O:7][C:8]2[CH:14]=[CH:13][C:12]([N:15]3[CH2:20][CH2:19][N:18]([CH2:21][C:22]4[C:27]([Cl:28])=[CH:26][CH:25]=[CH:24][C:23]=4[Cl:29])[CH2:17][CH2:16]3)=[C:11]([CH3:30])[C:9]=2[CH:10]=1)=[O:5])C.[OH-].[Li+]. Product: [Cl:28][C:27]1[CH:26]=[CH:25][CH:24]=[C:23]([Cl:29])[C:22]=1[CH2:21][N:18]1[CH2:17][CH2:16][N:15]([C:12]2[CH:13]=[CH:14][C:8]3[O:7][C:6]([C:4]([OH:5])=[O:3])=[CH:10][C:9]=3[C:11]=2[CH3:30])[CH2:20][CH2:19]1. The catalyst class is: 278. (3) Reactant: [N:1]([CH2:4][CH2:5][CH2:6][CH2:7][CH2:8][CH2:9][CH2:10][O:11][C:12]1[CH:17]=[CH:16][C:15]([Cl:18])=[CH:14][CH:13]=1)=[N+]=[N-]. Product: [Cl:18][C:15]1[CH:16]=[CH:17][C:12]([O:11][CH2:10][CH2:9][CH2:8][CH2:7][CH2:6][CH2:5][CH2:4][NH2:1])=[CH:13][CH:14]=1. The catalyst class is: 50.